From a dataset of Catalyst prediction with 721,799 reactions and 888 catalyst types from USPTO. Predict which catalyst facilitates the given reaction. (1) Reactant: O[C:2]1[C:3]2[S:11][C:10](C(O)=O)=[CH:9][C:4]=2[N:5]=[C:6]([CH3:8])[N:7]=1.O=P(Cl)(Cl)[Cl:17].C[N:21]([CH:23]=[O:24])C. Product: [Cl:17][C:2]1[C:3]2[S:11][C:10]([C:23]([NH2:21])=[O:24])=[CH:9][C:4]=2[N:5]=[C:6]([CH3:8])[N:7]=1. The catalyst class is: 26. (2) Reactant: [C:1]([O:9][O:9][C:1](=[O:8])[C:2]1C=CC=C[CH:3]=1)(=[O:8])[C:2]1C=CC=C[CH:3]=1.C(OCCCCCCCCCCCCCCCC(C)C)(=O)[CH:20]([CH2:22][C:23]([O:25][CH2:26][CH2:27][CH2:28][CH2:29][CH2:30][CH2:31]CCCCCCCCCC(C)C)=[O:24])O.CN1S(=O)(=O)C2C=CC=CC=2C(O)=C1C(NC1C=CC=CN=1)=O. Product: [CH3:31][CH2:30][CH2:29][CH2:28][CH:27]([CH2:26][O:25][C:23]([CH:22]=[CH2:20])=[O:24])[CH2:1][CH3:2].[C:23]([O:25][CH:26]=[CH2:27])(=[O:24])[CH3:22].[C:1]([OH:9])(=[O:8])[CH:2]=[CH2:3]. The catalyst class is: 13.